From a dataset of Forward reaction prediction with 1.9M reactions from USPTO patents (1976-2016). Predict the product of the given reaction. (1) Given the reactants [F:1][C:2]1[CH:3]=[CH:4][C:5]([CH3:11])=[C:6]([CH:10]=1)[C:7]([OH:9])=[O:8].C1C(=O)N([I:19])C(=O)C1.O, predict the reaction product. The product is: [F:1][C:2]1[C:10]([I:19])=[C:6]([C:5]([CH3:11])=[CH:4][CH:3]=1)[C:7]([OH:9])=[O:8]. (2) Given the reactants [CH:1]1([CH:6]([NH:17][C:18]2[CH:26]=[CH:25][C:21]([C:22](O)=[O:23])=[CH:20][CH:19]=2)[C:7]2[S:8][C:9]3[CH:16]=[CH:15][CH:14]=[CH:13][C:10]=3[C:11]=2[CH3:12])[CH2:5][CH2:4][CH2:3][CH2:2]1.Cl.[CH2:28]([O:30][C:31](=[O:35])[CH2:32][CH2:33][NH2:34])[CH3:29].O.ON1C2C=CC=CC=2N=N1.Cl.C(N=C=NCCCN(C)C)C.[Cl-].[NH4+], predict the reaction product. The product is: [CH:1]1([CH:6]([NH:17][C:18]2[CH:19]=[CH:20][C:21]([C:22]([NH:34][CH2:33][CH2:32][C:31]([O:30][CH2:28][CH3:29])=[O:35])=[O:23])=[CH:25][CH:26]=2)[C:7]2[S:8][C:9]3[CH:16]=[CH:15][CH:14]=[CH:13][C:10]=3[C:11]=2[CH3:12])[CH2:5][CH2:4][CH2:3][CH2:2]1. (3) Given the reactants [CH3:1][C:2]1[C:7]2[N:8]=[C:9]([NH2:11])[S:10][C:6]=2[CH:5]=[CH:4][CH:3]=1.[C:12](N1C=CN=C1)([N:14]1[CH:18]=[CH:17][N:16]=[CH:15]1)=[S:13], predict the reaction product. The product is: [CH3:1][C:2]1[C:7]2[N:8]=[C:9]([NH:11][C:12]([N:14]3[CH:18]=[CH:17][N:16]=[CH:15]3)=[S:13])[S:10][C:6]=2[CH:5]=[CH:4][CH:3]=1. (4) The product is: [CH3:1][O:2][C:3]1[CH:8]=[C:7]([CH:29]=[O:30])[C:6]([O:9][CH2:10][O:11][CH3:12])=[CH:5][N:4]=1. Given the reactants [CH3:1][O:2][C:3]1[CH:8]=[CH:7][C:6]([O:9][CH2:10][O:11][CH3:12])=[CH:5][N:4]=1.CN(CCN(C)C)C.[Li]CCCC.CN([CH:29]=[O:30])C, predict the reaction product.